This data is from Forward reaction prediction with 1.9M reactions from USPTO patents (1976-2016). The task is: Predict the product of the given reaction. Given the reactants [CH2:1]([O:8][C:9]1[CH:14]=[CH:13][CH:12]=[CH:11][C:10]=1[C:15]1[C:16](B(O)O)=[CH:17][CH:18]=[CH:19][CH:20]=1)[C:2]1[CH:7]=[CH:6][CH:5]=[CH:4][CH:3]=1.Br[C:25]1[CH:35]=[C:34]([Cl:36])[CH:33]=[CH:32][C:26]=1[C:27]([O:29][CH2:30][CH3:31])=[O:28].C(=O)([O-])[O-].[K+].[K+].C1(C)C=CC=CC=1.C(O)C, predict the reaction product. The product is: [Cl:36][C:34]1[CH:33]=[C:32]([C:16]2[C:15]([C:10]3[CH:11]=[CH:12][CH:13]=[CH:14][C:9]=3[O:8][CH2:1][C:2]3[CH:7]=[CH:6][CH:5]=[CH:4][CH:3]=3)=[CH:20][CH:19]=[CH:18][CH:17]=2)[C:26]([C:27]([O:29][CH2:30][CH3:31])=[O:28])=[CH:25][CH:35]=1.